From a dataset of Forward reaction prediction with 1.9M reactions from USPTO patents (1976-2016). Predict the product of the given reaction. (1) Given the reactants [ClH:1].C(OCC)C.[CH3:7][O:8][CH2:9][CH2:10][NH:11][CH2:12][CH2:13][NH:14]C(=O)OC(C)(C)C, predict the reaction product. The product is: [ClH:1].[ClH:1].[CH3:7][O:8][CH2:9][CH2:10][NH:11][CH2:12][CH2:13][NH2:14]. (2) Given the reactants C(N[C:6]1[N:14]=[C:13]2[C:9]([N:10]=[C:11]([O:23][CH3:24])[N:12]2[CH2:15][CH2:16][CH2:17][CH:18]2[CH2:22][CH2:21][O:20][CH2:19]2)=[C:8]([NH2:25])[N:7]=1)CCC.FC(F)(F)C(O)=O.[CH3:33][C@@H:34]([O:38]C1NC(N)=C2C(N=1)=NC(OC)=N2)[CH2:35][CH2:36][CH3:37].BrCCCC1CCOC1, predict the reaction product. The product is: [CH3:33][C@@H:34]([O:38][C:6]1[N:14]=[C:13]2[C:9]([N:10]=[C:11]([O:23][CH3:24])[N:12]2[CH2:15][CH2:16][CH2:17][CH:18]2[CH2:22][CH2:21][O:20][CH2:19]2)=[C:8]([NH2:25])[N:7]=1)[CH2:35][CH2:36][CH3:37].